From a dataset of Forward reaction prediction with 1.9M reactions from USPTO patents (1976-2016). Predict the product of the given reaction. (1) Given the reactants FC(F)(F)C(O)=O.[CH3:8][O:9][C:10]1[N:11]=[C:12]2[C:17]([N:18]=1)=[C:16]([NH2:19])[NH:15][C:14]([O:20][C@@H:21]([CH3:24])[CH2:22][CH3:23])=[N:13]2.Br[CH2:26][CH2:27][CH2:28][CH2:29][Cl:30], predict the reaction product. The product is: [Cl:30][CH2:29][CH2:28][CH2:27][CH2:26][N:11]1[C:10]([O:9][CH3:8])=[N:18][C:17]2[C:12]1=[N:13][C:14]([O:20][C@@H:21]([CH3:24])[CH2:22][CH3:23])=[N:15][C:16]=2[NH2:19]. (2) Given the reactants [CH3:1][N:2]1[N:18]=[CH:17][C:16]2[NH:15][C:14](=[O:19])[C@H:13]([CH:20]([CH3:22])[CH3:21])[CH2:12][CH2:11][CH2:10][C@H:9]([NH:23]C(=O)OC(C)(C)C)[C:8]3[CH:31]=[C:4]([CH:5]=[CH:6][N:7]=3)[C:3]1=2.O1CCOCC1.[ClH:38], predict the reaction product. The product is: [ClH:38].[NH2:23][C@@H:9]1[C:8]2[CH:31]=[C:4]([CH:5]=[CH:6][N:7]=2)[C:3]2[N:2]([CH3:1])[N:18]=[CH:17][C:16]=2[NH:15][C:14](=[O:19])[C@H:13]([CH:20]([CH3:22])[CH3:21])[CH2:12][CH2:11][CH2:10]1. (3) Given the reactants Br.O1C2C=CC(O)=CC=2[NH:5]CC1.C[C:14]([CH3:17])([O-:16])[CH3:15].[Na+].[CH3:19][C:20]1([CH3:46])[CH2:44][C:24]2[N:25]=[C:26]([N:28]3[C:33]4C=C(C5C=CC=CC=5)C=[CH:37][C:32]=4[O:31][CH2:30][CH2:29]3)[S:27][C:23]=2[C:22](=[O:45])[CH2:21]1, predict the reaction product. The product is: [CH3:46][C:20]1([CH3:19])[CH2:21][NH:5][C:22](=[O:45])[C:23]2[S:27][C:26]([N:28]3[C:33]4[CH:15]=[C:14]([OH:16])[CH:17]=[CH:37][C:32]=4[O:31][CH2:30][CH2:29]3)=[N:25][C:24]=2[CH2:44]1. (4) Given the reactants Br[CH2:2][CH2:3][CH2:4][O:5][CH2:6][C:7]1[CH:12]=[CH:11][CH:10]=[CH:9][CH:8]=1.BrCC1OC(C(F)(F)F)=CC=1.[NH:24]1[C:32]2[C:27](=[CH:28][CH:29]=[CH:30][CH:31]=2)[C:26]2([C:44]3[C:35](=[CH:36][C:37]4[O:42][CH2:41][CH2:40][O:39][C:38]=4[CH:43]=3)[O:34][CH2:33]2)[C:25]1=[O:45].CC1C2C=C3C4(C5C(=CC=CC=5)NC4=O)COC3=CC=2ON=1, predict the reaction product. The product is: [CH2:6]([O:5][CH2:4][CH2:3][CH2:2][N:24]1[C:32]2[C:27](=[CH:28][CH:29]=[CH:30][CH:31]=2)[C:26]2([C:44]3[C:35](=[CH:36][C:37]4[O:42][CH2:41][CH2:40][O:39][C:38]=4[CH:43]=3)[O:34][CH2:33]2)[C:25]1=[O:45])[C:7]1[CH:12]=[CH:11][CH:10]=[CH:9][CH:8]=1. (5) Given the reactants [Cl:1][C:2]1[CH:3]=[C:4]([NH:17][C:18]2[C:28]3[CH:27]=[C:26]([C:29]([O:31]C)=[O:30])[CH2:25][CH2:24][N:23]([CH3:33])[C:22]=3[N:21]=[CH:20][N:19]=2)[CH:5]=[CH:6][C:7]=1[O:8][CH2:9][C:10]1[CH:15]=[CH:14][CH:13]=[C:12]([F:16])[CH:11]=1.[OH-].[Na+].Cl, predict the reaction product. The product is: [Cl:1][C:2]1[CH:3]=[C:4]([NH:17][C:18]2[C:28]3[CH:27]=[C:26]([C:29]([OH:31])=[O:30])[CH2:25][CH2:24][N:23]([CH3:33])[C:22]=3[N:21]=[CH:20][N:19]=2)[CH:5]=[CH:6][C:7]=1[O:8][CH2:9][C:10]1[CH:15]=[CH:14][CH:13]=[C:12]([F:16])[CH:11]=1. (6) Given the reactants [CH3:1][N:2]1[C:10]2[C:5](=[CH:6][CH:7]=[CH:8][CH:9]=2)[C:4]([CH2:11][C:12]([OH:14])=O)=[CH:3]1.[F:15][C:16]([F:25])([F:24])[C:17]1[CH:18]=[C:19]([CH:21]=[CH:22][CH:23]=1)[NH2:20], predict the reaction product. The product is: [CH3:1][N:2]1[C:10]2[C:5](=[CH:6][CH:7]=[CH:8][CH:9]=2)[C:4]([CH2:11][C:12]([NH:20][C:19]2[CH:21]=[CH:22][CH:23]=[C:17]([C:16]([F:15])([F:24])[F:25])[CH:18]=2)=[O:14])=[CH:3]1. (7) The product is: [Cl:13][C:14]1[C:15]([CH3:24])=[C:16]([S:20]([NH:12][C:8]2[CH:7]=[CH:6][C:5]([CH2:4][O:3][CH2:1][CH3:2])=[C:10]([CH3:11])[N:9]=2)(=[O:22])=[O:21])[CH:17]=[CH:18][CH:19]=1. Given the reactants [CH2:1]([O:3][CH2:4][C:5]1[CH:6]=[CH:7][C:8]([NH2:12])=[N:9][C:10]=1[CH3:11])[CH3:2].[Cl:13][C:14]1[C:15]([CH3:24])=[C:16]([S:20](Cl)(=[O:22])=[O:21])[CH:17]=[CH:18][CH:19]=1, predict the reaction product.